From a dataset of Peptide-MHC class II binding affinity with 134,281 pairs from IEDB. Regression. Given a peptide amino acid sequence and an MHC pseudo amino acid sequence, predict their binding affinity value. This is MHC class II binding data. (1) The peptide sequence is VMDIISRKDQRGSGQVG. The MHC is DRB4_0101 with pseudo-sequence DRB4_0103. The binding affinity (normalized) is 0.192. (2) The peptide sequence is KYYLRLWAPELAKSQ. The MHC is HLA-DPA10201-DPB10101 with pseudo-sequence HLA-DPA10201-DPB10101. The binding affinity (normalized) is 0.596. (3) The peptide sequence is GRRGAAEVLVVLSEL. The binding affinity (normalized) is 0.468. The MHC is HLA-DQA10201-DQB10303 with pseudo-sequence HLA-DQA10201-DQB10303.